This data is from Reaction yield outcomes from USPTO patents with 853,638 reactions. The task is: Predict the reaction yield, written as a fraction of the theoretical maximum amount of product (1.0 means a 100% yield; for example, 0.34 means a 34% yield). (1) The reactants are C(P(=O)C(C)(C)C)(C)(C)C.[O-]P([O-])([O-])=O.[K+].[K+].[K+].I[C:20]1[CH:21]=[C:22]([CH3:27])[CH:23]=[C:24]([CH3:26])[CH:25]=1.[CH3:28][NH:29][CH:30]=[O:31].CCCCCCCCCCCC. The catalyst is C(OCC)(=O)C.[Cu]I.C1(C)C=CC=CC=1. The product is [CH3:26][C:24]1[CH:25]=[C:20]([N:29]([CH3:28])[CH:30]=[O:31])[CH:21]=[C:22]([CH3:27])[CH:23]=1. The yield is 0.460. (2) The reactants are [F:1][C:2]1[CH:3]=[C:4]([N:9]2[CH2:13][C@H:12]([CH2:14]OS(C)(=O)=O)[O:11][C:10]2=[O:20])[CH:5]=[CH:6][C:7]=1[I:8].[C:21]1(=[O:31])[NH:25][C:24](=[O:26])[C:23]2=[CH:27][CH:28]=[CH:29][CH:30]=[C:22]12.[K]. The catalyst is CN(C)C=O. The product is [F:1][C:2]1[CH:3]=[C:4]([N:9]2[CH2:13][C@@H:12]([CH2:14][N:25]3[C:21](=[O:31])[C:22]4[C:23](=[CH:27][CH:28]=[CH:29][CH:30]=4)[C:24]3=[O:26])[O:11][C:10]2=[O:20])[CH:5]=[CH:6][C:7]=1[I:8]. The yield is 0.940. (3) The reactants are [Cl:1][C:2]1[N:7]=[N:6][C:5]([C:8]([OH:10])=O)=[CH:4][CH:3]=1.C(N(C(C)C)CC)(C)C.O.O[N:22]1[C:26]2[CH:27]=[CH:28][CH:29]=[CH:30]C=2N=N1.CN(C)CCCN=C=NCC.C1(CCN)CC1. The catalyst is ClCCl. The product is [CH:28]1([CH2:27][CH2:26][NH:22][C:8]([C:5]2[N:6]=[N:7][C:2]([Cl:1])=[CH:3][CH:4]=2)=[O:10])[CH2:29][CH2:30]1. The yield is 0.550. (4) The reactants are [F:1][C:2]([F:21])([F:20])[C:3]1[CH:8]=[CH:7][C:6]([NH:9][C:10]2[C:11]3[CH2:19][NH:18][CH2:17][CH2:16][C:12]=3[N:13]=[CH:14][N:15]=2)=[CH:5][CH:4]=1.Cl[C:23]1[C:28](Cl)=[CH:27][CH:26]=[CH:25]N=1.[CH:30](N(CC)C(C)C)(C)[CH3:31]. The catalyst is O1CCOCC1.CN(C)C(=O)C. The product is [CH2:23]([N:18]1[CH2:17][CH2:16][C:12]2[N:13]=[CH:14][N:15]=[C:10]([NH:9][C:6]3[CH:7]=[CH:8][C:3]([C:2]([F:1])([F:20])[F:21])=[CH:4][CH:5]=3)[C:11]=2[CH2:19]1)[C:28]1[CH:31]=[CH:30][CH:25]=[CH:26][CH:27]=1. The yield is 0.260. (5) The reactants are [C:1]([N:4]1[CH2:9][C@@H:8]2[CH2:10][C@H:5]1[CH2:6][N:7]2[CH2:11][C:12]1[CH:17]=[CH:16][C:15]([O-:18])=[CH:14][CH:13]=1)(=[O:3])[CH3:2].[Na+].Cl[C:21]1[S:22][C:23]2[C:28]([N:29]=1)=[CH:27][CH:26]=[C:25]([CH3:30])[N:24]=2. The catalyst is CN(C=O)C. The product is [C:1]([N:4]1[CH2:9][C@@H:8]2[CH2:10][C@H:5]1[CH2:6][N:7]2[CH2:11][C:12]1[CH:13]=[CH:14][C:15]([O:18][C:21]2[S:22][C:23]3[C:28]([N:29]=2)=[CH:27][CH:26]=[C:25]([CH3:30])[N:24]=3)=[CH:16][CH:17]=1)(=[O:3])[CH3:2]. The yield is 0.560. (6) The reactants are F[C:2]1[CH:3]=C2[C:8](=[CH:9][CH:10]=1)[NH:7]C=C2.[H-].[Na+].Cl[CH2:14][N:15]1[CH2:19][CH:18]([CH2:20][CH2:21][CH3:22])[CH2:17][C:16]1=[O:23].[OH2:24].C[N:26]([CH:28]=O)[CH3:27]. No catalyst specified. The product is [O-:24][N+:26]1[CH:28]=[CH:3][CH:2]=[C:10]2[C:9]([CH2:14][N:15]3[CH2:19][CH:18]([CH2:20][CH2:21][CH3:22])[CH2:17][C:16]3=[O:23])=[CH:8][NH:7][C:27]=12. The yield is 0.330. (7) The reactants are [CH:1]([C:3]1[CH:4]=[C:5]([C:12]2[CH:17]=[CH:16][C:15]([NH:18][C:19](=[O:23])[O:20][CH2:21][CH3:22])=[CH:14][CH:13]=2)[CH:6]=[CH:7][C:8]=1[N+:9]([O-])=O)=O.[C:24]([CH2:26][C:27](=P(C1C=CC=CC=1)(C1C=CC=CC=1)C1C=CC=CC=1)[C:28]([O:30][CH2:31][CH3:32])=[O:29])#[N:25]. The catalyst is C1(C)C=CC=CC=1.C(Cl)Cl.CCOCC. The product is [NH2:25][C:24]1[CH2:26][C:27]([C:28]([O:30][CH2:31][CH3:32])=[O:29])=[CH:1][C:3]2[CH:4]=[C:5]([C:12]3[CH:17]=[CH:16][C:15]([NH:18][C:19]([O:20][CH2:21][CH3:22])=[O:23])=[CH:14][CH:13]=3)[CH:6]=[CH:7][C:8]=2[N:9]=1. The yield is 0.800. (8) The reactants are [CH:1]([N:14]1[CH2:19][C@@H:18]2[CH2:20][C@H:15]1[CH2:16][N:17]2C(OC(C)(C)C)=O)([C:8]1[CH:13]=[CH:12][CH:11]=[CH:10][CH:9]=1)[C:2]1[CH:7]=[CH:6][CH:5]=[CH:4][CH:3]=1.[ClH:28]. The catalyst is O1CCOCC1. The product is [ClH:28].[ClH:28].[CH:1]([N:14]1[CH2:19][C@@H:18]2[CH2:20][C@H:15]1[CH2:16][NH:17]2)([C:8]1[CH:13]=[CH:12][CH:11]=[CH:10][CH:9]=1)[C:2]1[CH:3]=[CH:4][CH:5]=[CH:6][CH:7]=1. The yield is 0.590. (9) The reactants are [C:1]([N:5]1[C:9]2=[N:10][C:11]([Cl:15])=[N:12][C:13](Cl)=[C:8]2[CH:7]=[N:6]1)([CH3:4])([CH3:3])[CH3:2].[CH3:16][C:17]1[NH:21][N:20]=[C:19]([NH2:22])[CH:18]=1.CCN(C(C)C)C(C)C.O. The catalyst is CN(C=O)C. The product is [C:1]([N:5]1[C:9]2=[N:10][C:11]([Cl:15])=[N:12][C:13]([NH:22][C:19]3[CH:18]=[C:17]([CH3:16])[NH:21][N:20]=3)=[C:8]2[CH:7]=[N:6]1)([CH3:4])([CH3:3])[CH3:2]. The yield is 0.880.